This data is from Forward reaction prediction with 1.9M reactions from USPTO patents (1976-2016). The task is: Predict the product of the given reaction. (1) Given the reactants [N:1]1[CH:6]=[CH:5][CH:4]=[C:3]([C:7]2[CH:11]=[C:10]([C:12]([F:15])([F:14])[F:13])[N:9]([C:16]3[CH:31]=[CH:30][C:19]([CH2:20][NH:21][C:22](=[O:29])C4C=CC=NC=4)=[CH:18][CH:17]=3)[N:8]=2)[CH:2]=1.[CH2:32]([N:39]=C=O)[C:33]1[CH:38]=[CH:37][CH:36]=[CH:35][CH:34]=1, predict the reaction product. The product is: [CH2:32]([NH:39][C:22]([NH:21][CH2:20][C:19]1[CH:30]=[CH:31][C:16]([N:9]2[C:10]([C:12]([F:14])([F:15])[F:13])=[CH:11][C:7]([C:3]3[CH:2]=[N:1][CH:6]=[CH:5][CH:4]=3)=[N:8]2)=[CH:17][CH:18]=1)=[O:29])[C:33]1[CH:38]=[CH:37][CH:36]=[CH:35][CH:34]=1. (2) Given the reactants [Br:1][C:2]1[NH:10][C:9]2[C:8](=[O:11])[NH:7][C:6](=O)[N:5]([CH3:13])[C:4]=2[N:3]=1.[CH3:14]I.[C:16](=[O:19])([O-])[O-].[K+].[K+], predict the reaction product. The product is: [Br:1][C:2]1[N:10]([CH3:14])[C:9]2[C:8](=[O:11])[N:7]([CH3:6])[C:16](=[O:19])[N:5]([CH3:13])[C:4]=2[N:3]=1. (3) Given the reactants [C:1]([O:4][C:5]1[CH:13]=[CH:12][CH:11]=[C:10]2[C:6]=1[CH2:7][C:8](=[O:14])[NH:9]2)(=[O:3])[CH3:2].C(=O)([O-])[O-].[Na+].[Na+].[C:21](OC(=O)C)(=[O:23])[CH3:22], predict the reaction product. The product is: [C:21]([N:9]1[C:10]2[C:6](=[C:5]([O:4][C:1](=[O:3])[CH3:2])[CH:13]=[CH:12][CH:11]=2)[CH2:7][C:8]1=[O:14])(=[O:23])[CH3:22]. (4) Given the reactants [Cl-].C1([P+](C2C=CC=CC=2)(C2C=CC=CC=2)[CH2:9][C:10]2[N:11]=[CH:12][S:13][CH:14]=2)C=CC=CC=1.C(=O)([O-])[O-].[K+].[K+].[CH2:33]([O:37][C:38]1[C:47]2[C:42](=[CH:43][CH:44]=[C:45]([CH:48]=O)[CH:46]=2)[C:41](=[O:50])[N:40]([CH2:51][CH:52]([CH3:54])[CH3:53])[C:39]=1[CH2:55][NH:56][C:57](=[O:63])[O:58][C:59]([CH3:62])([CH3:61])[CH3:60])[CH2:34][CH2:35][CH3:36].O, predict the reaction product. The product is: [CH2:33]([O:37][C:38]1[C:47]2[C:42](=[CH:43][CH:44]=[C:45](/[CH:48]=[CH:9]/[C:10]3[N:11]=[CH:12][S:13][CH:14]=3)[CH:46]=2)[C:41](=[O:50])[N:40]([CH2:51][CH:52]([CH3:53])[CH3:54])[C:39]=1[CH2:55][NH:56][C:57](=[O:63])[O:58][C:59]([CH3:60])([CH3:61])[CH3:62])[CH2:34][CH2:35][CH3:36]. (5) Given the reactants [C:1](Cl)(=[O:5])[O:2][CH2:3][Cl:4].[CH2:7]([NH2:13])[CH2:8][CH2:9][CH2:10][CH2:11][CH3:12].N1C=CC=CC=1, predict the reaction product. The product is: [CH2:7]([NH:13][C:1](=[O:5])[O:2][CH2:3][Cl:4])[CH2:8][CH2:9][CH2:10][CH2:11][CH3:12]. (6) The product is: [F:18][C:19]1[CH:20]=[N:21][CH:22]=[CH:23][C:24]=1[C:2]1[C:3]([C:12]2[CH:13]=[N:14][CH:15]=[CH:16][CH:17]=2)=[N:4][C:5]([NH2:11])=[C:6]([N+:8]([O-:10])=[O:9])[CH:7]=1. Given the reactants Br[C:2]1[C:3]([C:12]2[CH:13]=[N:14][CH:15]=[CH:16][CH:17]=2)=[N:4][C:5]([NH2:11])=[C:6]([N+:8]([O-:10])=[O:9])[CH:7]=1.[F:18][C:19]1[CH:20]=[N:21][CH:22]=[CH:23][C:24]=1[Sn](CCCC)(CCCC)CCCC, predict the reaction product. (7) Given the reactants C([O:4][CH2:5][C:6]1[C:15]2[C:10](=[CH:11][CH:12]=[CH:13][CH:14]=2)[C:9]([C:16]2[CH2:17][C:18]([C:25]3[CH:30]=[C:29]([Cl:31])[C:28](Cl)=[C:27]([Cl:33])[CH:26]=3)([C:21]([F:24])([F:23])[F:22])[CH2:19][N:20]=2)=[CH:8][CH:7]=1)(=O)C.C[O-].[Na+], predict the reaction product. The product is: [Cl:33][C:27]1[CH:26]=[C:25]([C:18]2([C:21]([F:23])([F:24])[F:22])[CH2:17][C:16]([C:9]3[C:10]4[C:15](=[CH:14][CH:13]=[CH:12][CH:11]=4)[C:6]([CH2:5][OH:4])=[CH:7][CH:8]=3)=[N:20][CH2:19]2)[CH:30]=[C:29]([Cl:31])[CH:28]=1.